Dataset: Retrosynthesis with 50K atom-mapped reactions and 10 reaction types from USPTO. Task: Predict the reactants needed to synthesize the given product. (1) Given the product CSc1nc(N)nc(-c2cnccn2)c1C#N, predict the reactants needed to synthesize it. The reactants are: CCCC[Sn](CCCC)(CCCC)c1cnccn1.CSc1nc(N)nc(Br)c1C#N. (2) Given the product O=[N+]([O-])c1ccc(N2CCN(CCNCc3cc(-c4ccco4)n(-c4ccccc4)n3)CC2)cc1, predict the reactants needed to synthesize it. The reactants are: NCCN1CCN(c2ccc([N+](=O)[O-])cc2)CC1.O=Cc1cc(-c2ccco2)n(-c2ccccc2)n1. (3) Given the product OC(c1ccc(F)cc1)(c1ccc(F)cc1)C12CC[N+](CCCOc3ccccc3)(CC1)CC2, predict the reactants needed to synthesize it. The reactants are: BrCCCOc1ccccc1.OC(c1ccc(F)cc1)(c1ccc(F)cc1)C12CCN(CC1)CC2. (4) The reactants are: CCCCc1nc2ccc(N3CCCNC3=O)cc2n1Cc1ccc(OC(C(=O)OCC)c2ccccc2)cc1. Given the product CCCCc1nc2ccc(N3CCCNC3=O)cc2n1Cc1ccc(OC(C(=O)O)c2ccccc2)cc1, predict the reactants needed to synthesize it. (5) Given the product O=C(O)C(F)(F)F, predict the reactants needed to synthesize it. The reactants are: CC(C)(C)OC(=O)N1CCC(=Cc2cccc(OCc3ccccc3)c2)CC1. (6) Given the product COCOc1ccc(Br)c(C)c1, predict the reactants needed to synthesize it. The reactants are: COCCl.Cc1cc(O)ccc1Br. (7) Given the product COc1ccc(F)cc1C(=O)c1cnc(NC2CCN(S(=O)(=O)CCCCl)CC2)nc1N, predict the reactants needed to synthesize it. The reactants are: COc1ccc(F)cc1C(=O)c1cnc(NC2CCNCC2)nc1N.O=S(=O)(Cl)CCCCl. (8) Given the product CN1C(=O)C(F)(F)c2cc(N)ccc21, predict the reactants needed to synthesize it. The reactants are: CN1C(=O)C(F)(F)c2cc([N+](=O)[O-])ccc21. (9) Given the product O=C(N[C@H]1CN2CCC1CC2)c1ccc(-c2ccccn2)s1, predict the reactants needed to synthesize it. The reactants are: CCCC[Sn](CCCC)(CCCC)c1ccccn1.O=C(N[C@H]1CN2CCC1CC2)c1ccc(Br)s1. (10) Given the product COC(=O)COc1ccc(CCC(C)=O)cc1, predict the reactants needed to synthesize it. The reactants are: CC(=O)CCc1ccc(O)cc1.COC(=O)CBr.